This data is from Catalyst prediction with 721,799 reactions and 888 catalyst types from USPTO. The task is: Predict which catalyst facilitates the given reaction. (1) Reactant: [N+:1]([C:4]1[C:13]2[O:12][CH2:11][CH2:10][O:9][C:8]=2[CH:7]=[CH:6][CH:5]=1)([O-])=O.Cl. Product: [O:9]1[C:8]2[CH:7]=[CH:6][CH:5]=[C:4]([NH2:1])[C:13]=2[O:12][CH2:11][CH2:10]1. The catalyst class is: 29. (2) Reactant: ClCCl.I[C:5]1[CH:6]=[C:7]2[C:11](=[CH:12][CH:13]=1)[N:10]([CH2:14][O:15][CH2:16][CH2:17][Si:18]([CH3:21])([CH3:20])[CH3:19])[N:9]=[CH:8]2.[N:22]1[CH:27]=[CH:26][CH:25]=[C:24](B(O)O)[CH:23]=1.C([O-])([O-])=O.[Cs+].[Cs+]. Product: [N:22]1[CH:27]=[CH:26][CH:25]=[C:24]([C:5]2[CH:6]=[C:7]3[C:11](=[CH:12][CH:13]=2)[N:10]([CH2:14][O:15][CH2:16][CH2:17][Si:18]([CH3:21])([CH3:20])[CH3:19])[N:9]=[CH:8]3)[CH:23]=1. The catalyst class is: 622. (3) Reactant: C([NH:4][C:5]1[CH:6]=[C:7]2[C:12](=[CH:13][CH:14]=1)[C:11](=O)[C:10](=[CH:16][N:17]([CH3:19])[CH3:18])[CH2:9][CH2:8]2)(=O)C.[BH4-].[Na+]. Product: [CH3:19][N:17]([CH2:16][C:10]1[CH2:9][CH2:8][C:7]2[CH:6]=[C:5]([NH2:4])[CH:14]=[CH:13][C:12]=2[CH:11]=1)[CH3:18]. The catalyst class is: 5. (4) Reactant: [N:1]1[CH:6]=[CH:5][CH:4]=[C:3]([CH2:7][CH2:8][NH:9][C:10]([C:12]2[N:13]([CH:32]([CH3:34])[CH3:33])[C:14]([CH:30]=[O:31])=[C:15]([C:23]3[CH:28]=[CH:27][C:26]([F:29])=[CH:25][CH:24]=3)[C:16]=2[C:17]2[CH:22]=[CH:21][CH:20]=[CH:19][CH:18]=2)=[O:11])[CH:2]=1.C(O[AlH-](OC(C)(C)C)OC(C)(C)C)(C)(C)C.[Li+]. Product: [N:1]1[CH:6]=[CH:5][CH:4]=[C:3]([CH2:7][CH2:8][NH:9][C:10]([C:12]2[N:13]([CH:32]([CH3:34])[CH3:33])[C:14]([CH2:30][OH:31])=[C:15]([C:23]3[CH:24]=[CH:25][C:26]([F:29])=[CH:27][CH:28]=3)[C:16]=2[C:17]2[CH:22]=[CH:21][CH:20]=[CH:19][CH:18]=2)=[O:11])[CH:2]=1. The catalyst class is: 1. (5) Reactant: [CH3:1][O:2][C:3](=[O:18])[C:4]1[CH:9]=[CH:8][C:7]([CH:10]([OH:17])[CH2:11][CH2:12][CH2:13][CH2:14][CH2:15][CH3:16])=[CH:6][CH:5]=1.N(C(N1CCCCC1)=O)=NC(N1CCCCC1)=O.C(P(CCCC)CCCC)CCC.[Br:50][C:51]1[CH:56]=[CH:55][C:54](O)=[CH:53][CH:52]=1. Product: [CH3:1][O:2][C:3](=[O:18])[C:4]1[CH:9]=[CH:8][C:7]([CH:10]([O:17][C:54]2[CH:55]=[CH:56][C:51]([Br:50])=[CH:52][CH:53]=2)[CH2:11][CH2:12][CH2:13][CH2:14][CH2:15][CH3:16])=[CH:6][CH:5]=1. The catalyst class is: 11. (6) Reactant: [C:1]([O:5][C:6]([NH:8][C@H:9]([C:29]([O:31][C:32]([CH3:35])([CH3:34])[CH3:33])=[O:30])[CH2:10][C@H:11]([CH2:19][CH2:20][CH2:21][C:22]1[CH:27]=[CH:26][C:25]([OH:28])=[CH:24][CH:23]=1)[C:12]([O:14][C:15]([CH3:18])([CH3:17])[CH3:16])=[O:13])=[O:7])([CH3:4])([CH3:3])[CH3:2].Br[CH2:37][CH2:38][F:39].C(=O)([O-])[O-].[Cs+].[Cs+].Cl. Product: [C:1]([O:5][C:6]([NH:8][C@H:9]([C:29]([O:31][C:32]([CH3:35])([CH3:34])[CH3:33])=[O:30])[CH2:10][C@H:11]([CH2:19][CH2:20][CH2:21][C:22]1[CH:27]=[CH:26][C:25]([O:28][CH2:37][CH2:38][F:39])=[CH:24][CH:23]=1)[C:12]([O:14][C:15]([CH3:16])([CH3:17])[CH3:18])=[O:13])=[O:7])([CH3:2])([CH3:3])[CH3:4]. The catalyst class is: 9. (7) Reactant: [OH:1][CH:2]1[CH:8]2[CH:6]([O:7]2)[CH2:5][N:4]([C:9]([O:11][CH2:12][CH3:13])=[O:10])[CH2:3]1.[N-:14]=[N+:15]=[N-:16].[Na+].[NH4+].[Cl-]. Product: [N:14]([CH:8]1[CH:2]([OH:1])[CH2:3][N:4]([C:9]([O:11][CH2:12][CH3:13])=[O:10])[CH2:5][CH:6]1[OH:7])=[N+:15]=[N-:16]. The catalyst class is: 141.